This data is from Peptide-MHC class I binding affinity with 185,985 pairs from IEDB/IMGT. The task is: Regression. Given a peptide amino acid sequence and an MHC pseudo amino acid sequence, predict their binding affinity value. This is MHC class I binding data. (1) The binding affinity (normalized) is 0.459. The peptide sequence is IMSMGDIITY. The MHC is HLA-A03:01 with pseudo-sequence HLA-A03:01. (2) The peptide sequence is MIAGVFFTFV. The MHC is HLA-A02:01 with pseudo-sequence HLA-A02:01. The binding affinity (normalized) is 0.765. (3) The peptide sequence is TTAEFTVPK. The MHC is HLA-A26:03 with pseudo-sequence HLA-A26:03. The binding affinity (normalized) is 0.335. (4) The peptide sequence is SAEPVPLQL. The MHC is HLA-B53:01 with pseudo-sequence HLA-B53:01. The binding affinity (normalized) is 0.197.